Task: Predict the reactants needed to synthesize the given product.. Dataset: Full USPTO retrosynthesis dataset with 1.9M reactions from patents (1976-2016) (1) Given the product [C:1]([C:5]1[CH:6]=[CH:7][C:8]([C:9]([NH:11][C@@H:12]([CH2:20][C:21]2[CH:26]=[CH:25][C:24]([C:27]3[N:32]=[CH:31][C:30]([C:33]4[CH:34]=[CH:35][C:36]([O:39][CH2:40][CH2:41][CH2:42][CH2:43][CH2:44][CH2:45][CH3:46])=[CH:37][CH:38]=4)=[CH:29][N:28]=3)=[CH:23][CH:22]=2)[C:13]([NH:15][CH2:16][C:17]([NH:53][S:50]([CH3:49])(=[O:52])=[O:51])=[O:18])=[O:14])=[O:10])=[CH:47][CH:48]=1)([CH3:3])([CH3:2])[CH3:4], predict the reactants needed to synthesize it. The reactants are: [C:1]([C:5]1[CH:48]=[CH:47][C:8]([C:9]([NH:11][C@@H:12]([CH2:20][C:21]2[CH:26]=[CH:25][C:24]([C:27]3[N:32]=[CH:31][C:30]([C:33]4[CH:38]=[CH:37][C:36]([O:39][CH2:40][CH2:41][CH2:42][CH2:43][CH2:44][CH2:45][CH3:46])=[CH:35][CH:34]=4)=[CH:29][N:28]=3)=[CH:23][CH:22]=2)[C:13]([NH:15][CH2:16][C:17](O)=[O:18])=[O:14])=[O:10])=[CH:7][CH:6]=1)([CH3:4])([CH3:3])[CH3:2].[CH3:49][S:50]([NH2:53])(=[O:52])=[O:51].CN(C(ON1N=NC2C=CC=NC1=2)=[N+](C)C)C.F[P-](F)(F)(F)(F)F. (2) The reactants are: [F:1][C:2]([F:11])([F:10])[C:3]1[CH:4]=[C:5]([OH:9])[CH:6]=[CH:7][CH:8]=1.[F:12][C:13]1[CH:14]=[C:15]([CH:18]=[C:19]([F:22])[C:20]=1F)[CH:16]=[O:17]. Given the product [F:12][C:13]1[CH:14]=[C:15]([CH:18]=[C:19]([F:22])[C:20]=1[O:9][C:5]1[CH:6]=[CH:7][CH:8]=[C:3]([C:2]([F:10])([F:11])[F:1])[CH:4]=1)[CH:16]=[O:17], predict the reactants needed to synthesize it. (3) Given the product [F:1][C:2]1[S:6][C:5]2[C:7]3([O:28][CH2:29][CH2:30][C:4]=2[CH:3]=1)[CH2:12][CH2:11][N:10]([CH2:13][C:14]1[C:15]([CH3:27])=[N:16][N:17]([C:19]2[C:24]([C:25]([NH2:26])=[O:32])=[CH:23][CH:22]=[CH:21][N:20]=2)[CH:18]=1)[CH2:9][CH2:8]3, predict the reactants needed to synthesize it. The reactants are: [F:1][C:2]1[S:6][C:5]2[C:7]3([O:28][CH2:29][CH2:30][C:4]=2[CH:3]=1)[CH2:12][CH2:11][N:10]([CH2:13][C:14]1[C:15]([CH3:27])=[N:16][N:17]([C:19]2[C:24]([C:25]#[N:26])=[CH:23][CH:22]=[CH:21][N:20]=2)[CH:18]=1)[CH2:9][CH2:8]3.C(=O)([O-])[O-:32].[K+].[K+].OO.O.